Dataset: Forward reaction prediction with 1.9M reactions from USPTO patents (1976-2016). Task: Predict the product of the given reaction. (1) Given the reactants [CH3:1][C:2](=[O:7])[CH2:3][C:4](=[O:6])[CH3:5].[OH:8][C:9]1[CH:10]=[C:11]([CH:14]=[CH:15][C:16]=1[O:17][CH3:18])[CH:12]=O.B([O:30][CH2:31][CH2:32][CH2:33][CH3:34])([O:30][CH2:31][CH2:32][CH2:33][CH3:34])[O:30][CH2:31][CH2:32][CH2:33][CH3:34].[CH2:35](N)[CH2:36][CH2:37]C.Cl.[C:41](OCC)(=[O:43])C, predict the reaction product. The product is: [OH:8][C:9]1[CH:10]=[C:11]([CH:12]=[CH:1][C:2](=[O:7])[CH2:3][C:4](=[O:6])[CH:5]=[CH:35][C:36]2[CH:34]=[CH:33][C:32]([O:43][CH3:41])=[C:31]([OH:30])[CH:37]=2)[CH:14]=[CH:15][C:16]=1[O:17][CH3:18]. (2) Given the reactants FC(F)(F)C([O-])=O.[Cl:8][C:9]1[C:14]([CH2:15][NH2+:16][C:17]2[C:18]3[CH2:25][NH2+:24][CH2:23][C:19]=3[N:20]=[CH:21][N:22]=2)=[C:13]([F:26])[C:12]([O:27][CH3:28])=[CH:11][CH:10]=1.FC(F)(F)C([O-])=O.C(O)(C(F)(F)F)=O.C(O[BH-](OC(=O)C)OC(=O)C)(=O)C.[Na+].[N:57]1[N:61]2[CH:62]=[CH:63][CH:64]=[N:65][C:60]2=[C:59]([CH:66]=O)[CH:58]=1, predict the reaction product. The product is: [Cl:8][C:9]1[C:14]([CH2:15][NH:16][C:17]2[C:18]3[CH2:25][N:24]([CH2:66][C:59]4[CH:58]=[N:57][N:61]5[CH:62]=[CH:63][CH:64]=[N:65][C:60]=45)[CH2:23][C:19]=3[N:20]=[CH:21][N:22]=2)=[C:13]([F:26])[C:12]([O:27][CH3:28])=[CH:11][CH:10]=1. (3) Given the reactants Cl[C:2]1[CH:3]=[C:4]([CH:22]=[CH:23][N:24]=1)[C:5]([NH:7][C:8]1[S:9][CH:10]=[C:11]([C:13]2[C:18]([CH3:19])=[CH:17][C:16]([CH3:20])=[CH:15][C:14]=2[CH3:21])[N:12]=1)=[O:6].C(=O)([O-])[O-].[Cs+].[Cs+].[CH3:31][NH:32][CH3:33].C1COCC1, predict the reaction product. The product is: [CH3:31][N:32]([CH3:33])[C:2]1[CH:3]=[C:4]([CH:22]=[CH:23][N:24]=1)[C:5]([NH:7][C:8]1[S:9][CH:10]=[C:11]([C:13]2[C:18]([CH3:19])=[CH:17][C:16]([CH3:20])=[CH:15][C:14]=2[CH3:21])[N:12]=1)=[O:6]. (4) Given the reactants Cl[CH2:2][CH2:3][CH2:4][O:5][C:6]1[CH:20]=[CH:19][C:9]2[C:10]3[C:15]([CH2:16][CH2:17][C:8]=2[CH:7]=1)=[N:14][NH:13][C:12](=[O:18])[CH:11]=3.[CH3:21][C@@H:22]1[CH2:26][CH2:25][CH2:24][NH2+:23]1.C1(S([O-])(=O)=O)C=CC=CC=1.C(=O)([O-])[O-].[K+].[K+].[I-].[K+], predict the reaction product. The product is: [CH3:21][C@@H:22]1[CH2:26][CH2:25][CH2:24][N:23]1[CH2:2][CH2:3][CH2:4][O:5][C:6]1[CH:20]=[CH:19][C:9]2[C:10]3[C:15]([CH2:16][CH2:17][C:8]=2[CH:7]=1)=[N:14][NH:13][C:12](=[O:18])[CH:11]=3. (5) Given the reactants [C:1]([N:8]1[CH2:31][CH2:30][C@@:15]23[C:16]4[CH:17]=[C:18]([O:23][C:24](=[O:29])[C:25]([CH3:28])([CH3:27])[CH3:26])[CH:19]=[CH:20][C:21]=4[CH2:22][C@@H:9]1[C@@H:10]2[CH2:11][CH2:12][CH2:13][CH2:14]3)(OC(C)(C)C)=O.O1CCO[CH2:34][CH2:33]1.Cl.C(Br)C#C.C1(C)C=CC=CC=1, predict the reaction product. The product is: [CH2:1]([N:8]1[CH2:31][CH2:30][C@@:15]23[C:16]4[CH:17]=[C:18]([O:23][C:24](=[O:29])[C:25]([CH3:27])([CH3:28])[CH3:26])[CH:19]=[CH:20][C:21]=4[CH2:22][C@@H:9]1[C@@H:10]2[CH2:11][CH2:12][CH2:13][CH2:14]3)[C:33]#[CH:34]. (6) Given the reactants [Cl:1][CH2:2][C:3]([NH:5][C:6]1[C:7]([N+:14]([O-])=O)=[N:8][CH:9]=[C:10]([O:12][CH3:13])[CH:11]=1)=[O:4].[Cl-].[NH4+].C(O)C, predict the reaction product. The product is: [NH2:14][C:7]1[C:6]([NH:5][C:3](=[O:4])[CH2:2][Cl:1])=[CH:11][C:10]([O:12][CH3:13])=[CH:9][N:8]=1. (7) Given the reactants Br[C:2]1[CH:7]=[CH:6][C:5]([C:8]([CH2:12][CH3:13])([CH3:11])[CH2:9][CH3:10])=[CH:4][CH:3]=1.C([Li])CCC.CCCCCC.CN(C)[CH:27]=[O:28].[Cl-].[NH4+], predict the reaction product. The product is: [CH2:9]([C:8]([C:5]1[CH:6]=[CH:7][C:2]([CH:27]=[O:28])=[CH:3][CH:4]=1)([CH3:11])[CH2:12][CH3:13])[CH3:10].